Dataset: Full USPTO retrosynthesis dataset with 1.9M reactions from patents (1976-2016). Task: Predict the reactants needed to synthesize the given product. Given the product [CH2:1]([C:3]1[CH:4]=[CH:5][C:6]([CH2:7][N:8]2[C:13](=[N:14][C:15]3[CH:20]=[CH:19][C:18]([O:21][CH:22]([CH3:24])[CH3:23])=[C:17]([CH3:25])[CH:16]=3)[NH:12][C:11](=[O:26])[N:10]([CH2:27][C@@H:28]([C:30]([O:32][CH3:36])=[O:31])[CH3:29])[C:9]2=[O:33])=[CH:34][CH:35]=1)[CH3:2], predict the reactants needed to synthesize it. The reactants are: [CH:1]([C:3]1[CH:35]=[CH:34][C:6]([CH2:7][N:8]2[C:13](=[N:14][C:15]3[CH:20]=[CH:19][C:18]([O:21][CH:22]([CH3:24])[CH3:23])=[C:17]([CH3:25])[CH:16]=3)[NH:12][C:11](=[O:26])[N:10]([CH2:27][C@@H:28]([C:30]([OH:32])=[O:31])[CH3:29])[C:9]2=[O:33])=[CH:5][CH:4]=1)=[CH2:2].[CH3:36]O.